Dataset: Forward reaction prediction with 1.9M reactions from USPTO patents (1976-2016). Task: Predict the product of the given reaction. (1) Given the reactants [F:1][C:2]1[CH:3]=[CH:4][CH:5]=[C:6]2[C:10]=1[N:9]([C:11]1[N:12]=[N:13][N:14]([CH:16]3[CH2:21][CH2:20][N:19](C(OC(C)(C)C)=O)[CH2:18][CH2:17]3)[CH:15]=1)[N:8]=[C:7]2[CH:29]([CH3:31])[CH3:30].[F:32][C:33]([F:38])([F:37])[C:34]([OH:36])=[O:35], predict the reaction product. The product is: [F:32][C:33]([F:38])([F:37])[C:34]([OH:36])=[O:35].[F:1][C:2]1[CH:3]=[CH:4][CH:5]=[C:6]2[C:10]=1[N:9]([C:11]1[N:12]=[N:13][N:14]([CH:16]3[CH2:21][CH2:20][NH:19][CH2:18][CH2:17]3)[CH:15]=1)[N:8]=[C:7]2[CH:29]([CH3:31])[CH3:30]. (2) Given the reactants [CH3:1][N:2]1[CH2:7][CH2:6][NH:5][CH2:4][CH2:3]1.[CH3:8][C:9]1[CH:10]=[C:11]([NH:16][C:17]([C:19]2[C:20]([S:25][CH2:26][C:27]3[CH:32]=[CH:31][N:30]=[C:29](F)[CH:28]=3)=[N:21][CH:22]=[CH:23][CH:24]=2)=[O:18])[CH:12]=[C:13]([CH3:15])[CH:14]=1, predict the reaction product. The product is: [CH3:8][C:9]1[CH:10]=[C:11]([NH:16][C:17]([C:19]2[C:20]([S:25][CH2:26][C:27]3[CH:32]=[CH:31][N:30]=[C:29]([N:5]4[CH2:6][CH2:7][N:2]([CH3:1])[CH2:3][CH2:4]4)[CH:28]=3)=[N:21][CH:22]=[CH:23][CH:24]=2)=[O:18])[CH:12]=[C:13]([CH3:15])[CH:14]=1. (3) Given the reactants [CH3:1][O:2][C:3](=[O:36])[CH2:4][CH2:5][N:6]([C:13](=[O:35])[C:14]1[CH:19]=[CH:18][C:17]([NH:20][CH3:21])=[C:16]([NH:22][C:23](=O)[CH2:24][NH:25][C:26]2[CH:31]=[CH:30][C:29]([C:32]#[N:33])=[CH:28][CH:27]=2)[CH:15]=1)[C:7]1[CH:12]=[CH:11][CH:10]=[CH:9][CH:8]=1, predict the reaction product. The product is: [CH3:1][O:2][C:3](=[O:36])[CH2:4][CH2:5][N:6]([C:13]([C:14]1[CH:19]=[CH:18][C:17]2[N:20]([CH3:21])[C:23]([CH2:24][NH:25][C:26]3[CH:27]=[CH:28][C:29]([C:32]#[N:33])=[CH:30][CH:31]=3)=[N:22][C:16]=2[CH:15]=1)=[O:35])[C:7]1[CH:8]=[CH:9][CH:10]=[CH:11][CH:12]=1.